This data is from Reaction yield outcomes from USPTO patents with 853,638 reactions. The task is: Predict the reaction yield, written as a fraction of the theoretical maximum amount of product (1.0 means a 100% yield; for example, 0.34 means a 34% yield). The reactants are [F:1][C:2]1[C:3]([CH3:10])=[C:4]([CH:7]=[CH:8][CH:9]=1)[CH:5]=O.[CH3:11][C:12]([C:14]1[CH:19]=[CH:18][CH:17]=[C:16]([O:20][CH3:21])[CH:15]=1)=[O:13]. The catalyst is [OH-].[Na+]. The product is [F:1][C:2]1[C:3]([CH3:10])=[C:4](/[CH:5]=[CH:11]/[C:12]([C:14]2[CH:19]=[CH:18][CH:17]=[C:16]([O:20][CH3:21])[CH:15]=2)=[O:13])[CH:7]=[CH:8][CH:9]=1. The yield is 0.840.